This data is from Forward reaction prediction with 1.9M reactions from USPTO patents (1976-2016). The task is: Predict the product of the given reaction. (1) Given the reactants [C:1]([O:9][CH2:10][CH2:11][CH2:12][N:13]1[C:21]2[C:16](=[CH:17][C:18]([CH2:24][CH:25]([N+:27]([O-])=O)[CH3:26])=[CH:19][C:20]=2[C:22]#[N:23])[CH2:15][CH2:14]1)(=[O:8])[C:2]1[CH:7]=[CH:6][CH:5]=[CH:4][CH:3]=1.[H][H], predict the reaction product. The product is: [C:1]([O:9][CH2:10][CH2:11][CH2:12][N:13]1[C:21]2[C:16](=[CH:17][C:18]([CH2:24][CH:25]([NH2:27])[CH3:26])=[CH:19][C:20]=2[C:22]#[N:23])[CH2:15][CH2:14]1)(=[O:8])[C:2]1[CH:3]=[CH:4][CH:5]=[CH:6][CH:7]=1. (2) Given the reactants [CH3:1][O:2][C:3]1[CH:9]=[CH:8][C:6]([NH2:7])=[CH:5][CH:4]=1.Br.[C:11](OCC)(=[O:13])[CH3:12], predict the reaction product. The product is: [CH3:1][O:2][C:3]1[CH:9]=[CH:8][C:6]([NH:7][CH2:12][CH2:11][OH:13])=[CH:5][CH:4]=1. (3) Given the reactants [NH2:1][C:2]1[O:6][CH:5]([C:7]2[CH:12]=[CH:11][C:10]([Cl:13])=[CH:9][CH:8]=2)[C:4](=[O:14])[C:3]=1[OH:15].[C:16](OC(=O)C)(=[O:18])[CH3:17], predict the reaction product. The product is: [Cl:13][C:10]1[CH:9]=[CH:8][C:7]([CH:5]2[C:4](=[O:14])[C:3]([O:15][C:16](=[O:18])[CH3:17])=[C:2]([NH2:1])[O:6]2)=[CH:12][CH:11]=1. (4) The product is: [Br:9][C:6]1[CH:5]=[C:4]([C:20]([C:22]([F:25])([F:24])[F:23])=[CH2:21])[CH:3]=[C:2]([Br:1])[C:7]=1[F:8]. Given the reactants [Br:1][C:2]1[CH:3]=[C:4](B2OC(C)(C)C(C)(C)O2)[CH:5]=[C:6]([Br:9])[C:7]=1[F:8].Br[C:20]([C:22]([F:25])([F:24])[F:23])=[CH2:21].C([O-])([O-])=O.[K+].[K+].N#N, predict the reaction product. (5) Given the reactants [C:1](#[N:3])[CH3:2].C([Li])CCC.C(O[C:12]([C:14]1[O:15][C:16]2[CH:27]=[CH:26][CH:25]=[CH:24][C:17]=2[C:18]=1[N:19]=[CH:20]N(C)C)=[O:13])C.C(O)(=O)C, predict the reaction product. The product is: [OH:13][C:12]1[C:2]([C:1]#[N:3])=[CH:20][N:19]=[C:18]2[C:17]3[CH:24]=[CH:25][CH:26]=[CH:27][C:16]=3[O:15][C:14]=12. (6) Given the reactants [CH3:1][CH:2]([CH3:15])[CH2:3][CH2:4][O:5][C:6]1[CH:11]=[CH:10][C:9]([N+:12]([O-])=O)=[CH:8][CH:7]=1.[H][H], predict the reaction product. The product is: [CH3:1][CH:2]([CH3:15])[CH2:3][CH2:4][O:5][C:6]1[CH:7]=[CH:8][C:9]([NH2:12])=[CH:10][CH:11]=1. (7) Given the reactants [OH:1][CH2:2][C:3]1[CH:8]=[CH:7][N:6]=[CH:5][CH:4]=1.[OH-].[K+].Cl[C:12]1[CH:17]=[CH:16][C:15]([N+:18]([O-:20])=[O:19])=[CH:14][CH:13]=1, predict the reaction product. The product is: [N+:18]([C:15]1[CH:16]=[CH:17][C:12]([O:1][CH2:2][C:3]2[CH:8]=[CH:7][N:6]=[CH:5][CH:4]=2)=[CH:13][CH:14]=1)([O-:20])=[O:19]. (8) Given the reactants [Br:1][C:2]1[C:9]([OH:10])=[CH:8][CH:7]=[CH:6][C:3]=1[CH:4]=[O:5].[Br:11][CH2:12][CH2:13][CH2:14]Br.C([O-])([O-])=O.[Cs+].[Cs+].CN(C=O)C, predict the reaction product. The product is: [Br:1][C:2]1[C:9]([O:10][CH2:14][CH2:13][CH2:12][Br:11])=[CH:8][CH:7]=[CH:6][C:3]=1[CH:4]=[O:5]. (9) Given the reactants [CH3:1][NH:2][CH3:3].[CH2:4]([NH:6][C:7]([C:9]1[CH:14]=[CH:13][CH:12]=[C:11](Br)[N:10]=1)=[O:8])[CH3:5], predict the reaction product. The product is: [CH2:4]([NH:6][C:7]([C:9]1[CH:14]=[CH:13][CH:12]=[C:11]([N:2]([CH3:3])[CH3:1])[N:10]=1)=[O:8])[CH3:5].